Dataset: Full USPTO retrosynthesis dataset with 1.9M reactions from patents (1976-2016). Task: Predict the reactants needed to synthesize the given product. (1) Given the product [NH2:28][C:19]1[C:18]2[N:17]=[C:16]([CH2:29][CH2:30][CH2:31][CH3:32])[N:15]([CH2:14][CH2:13][CH2:12][CH2:11][NH:10][S:6]([C:2]3[S:1][CH:5]=[CH:4][CH:3]=3)(=[O:8])=[O:7])[C:27]=2[C:26]2[CH:25]=[CH:24][CH:23]=[CH:22][C:21]=2[N:20]=1, predict the reactants needed to synthesize it. The reactants are: [S:1]1[CH:5]=[CH:4][CH:3]=[C:2]1[S:6](Cl)(=[O:8])=[O:7].[NH2:10][CH2:11][CH2:12][CH2:13][CH2:14][N:15]1[C:27]2[C:26]3[CH:25]=[CH:24][CH:23]=[CH:22][C:21]=3[N:20]=[C:19]([NH2:28])[C:18]=2[N:17]=[C:16]1[CH2:29][CH2:30][CH2:31][CH3:32].ClCCl. (2) The reactants are: [CH3:1][O:2][C:3]1[CH:4]=[C:5]([NH:11][C:12]2[N:17]=[C:16]([NH:18][C:19]3[CH:24]=[CH:23][CH:22]=[CH:21][C:20]=3[S:25]([CH3:28])(=[O:27])=[O:26])[C:15]([C:29](O)=[O:30])=[CH:14][N:13]=2)[CH:6]=[C:7]([O:9][CH3:10])[CH:8]=1.[Cl-].[NH4+].F[P-](F)(F)(F)(F)F.[N:41]1(O[P+](N(C)C)(N(C)C)N(C)C)C2C=CC=CC=2N=N1. Given the product [CH3:1][O:2][C:3]1[CH:4]=[C:5]([NH:11][C:12]2[N:17]=[C:16]([NH:18][C:19]3[CH:24]=[CH:23][CH:22]=[CH:21][C:20]=3[S:25]([CH3:28])(=[O:26])=[O:27])[C:15]([C:29]([NH2:41])=[O:30])=[CH:14][N:13]=2)[CH:6]=[C:7]([O:9][CH3:10])[CH:8]=1, predict the reactants needed to synthesize it. (3) Given the product [Cl-:26].[CH3:20][N+:18]([CH3:19])([CH2:27][C:28]([O:30][CH2:31]/[CH:32]=[C:33](/[CH2:35][CH2:36][CH:37]=[C:38]([CH3:40])[CH3:39])\[CH3:34])=[O:29])[CH2:17][CH2:16][CH2:15][NH:14][C:1](=[O:13])[CH2:2][CH2:3][CH2:4][CH2:5][CH2:6][CH2:7][CH2:8][CH2:9][CH2:10][CH2:11][CH3:12], predict the reactants needed to synthesize it. The reactants are: [C:1]([NH:14][CH2:15][CH2:16][CH2:17][N:18]([CH3:20])[CH3:19])(=[O:13])[CH2:2][CH2:3][CH2:4][CH2:5][CH2:6][CH2:7][CH2:8][CH2:9][CH2:10][CH2:11][CH3:12].C(OCC)C.[Cl:26][CH2:27][C:28]([O:30][CH2:31]/[CH:32]=[C:33](/[CH2:35][CH2:36][CH:37]=[C:38]([CH3:40])[CH3:39])\[CH3:34])=[O:29].ClCC([O-])=O. (4) Given the product [CH3:32][N:33]([CH3:43])[C:34]1[CH:39]=[CH:38][C:37]([C:2]2[C:7]3[NH:8][C:9]([N:11]4[CH2:16][CH2:15][N:14]([C:17]5[C:22]([C:23]([F:24])([F:25])[F:26])=[CH:21][CH:20]=[CH:19][N:18]=5)[CH2:13][C@H:12]4[CH3:27])=[N:10][C:6]=3[CH:5]=[C:4]([C:28]([F:30])([F:29])[F:31])[CH:3]=2)=[CH:36][CH:35]=1, predict the reactants needed to synthesize it. The reactants are: Br[C:2]1[C:7]2[NH:8][C:9]([N:11]3[CH2:16][CH2:15][N:14]([C:17]4[C:22]([C:23]([F:26])([F:25])[F:24])=[CH:21][CH:20]=[CH:19][N:18]=4)[CH2:13][C@H:12]3[CH3:27])=[N:10][C:6]=2[CH:5]=[C:4]([C:28]([F:31])([F:30])[F:29])[CH:3]=1.[CH3:32][N:33]([CH3:43])[C:34]1[CH:39]=[CH:38][C:37](B(O)O)=[CH:36][CH:35]=1. (5) The reactants are: [Br:1]Br.[CH3:3][O:4][C:5]1[CH:10]=[CH:9][C:8]([C:11]2[S:15][C:14]([C:16]([O:18][CH3:19])=[O:17])=[C:13]([CH3:20])[C:12]=2[CH3:21])=[CH:7][CH:6]=1. Given the product [Br:1][C:6]1[CH:7]=[C:8]([C:11]2[S:15][C:14]([C:16]([O:18][CH3:19])=[O:17])=[C:13]([CH3:20])[C:12]=2[CH3:21])[CH:9]=[CH:10][C:5]=1[O:4][CH3:3], predict the reactants needed to synthesize it.